Dataset: Reaction yield outcomes from USPTO patents with 853,638 reactions. Task: Predict the reaction yield, written as a fraction of the theoretical maximum amount of product (1.0 means a 100% yield; for example, 0.34 means a 34% yield). The reactants are [OH:1][C@H:2]1[C@@H:6]2[O:7][C:8]([CH3:11])([CH3:10])[O:9][C@@H:5]2[O:4][C@H:3]1[C:12]([OH:14])=O.CN(C(ON1N=NC2C=CC=CC1=2)=[N+](C)C)C.F[P-](F)(F)(F)(F)F.C[N:40]1[CH2:45][CH2:44][O:43][CH2:42][CH2:41]1.N1CCOCC1. The catalyst is O1CCCC1. The product is [OH:1][C@H:2]1[C@@H:6]2[O:7][C:8]([CH3:10])([CH3:11])[O:9][C@@H:5]2[O:4][C@H:3]1[C:12]([N:40]1[CH2:45][CH2:44][O:43][CH2:42][CH2:41]1)=[O:14]. The yield is 0.480.